Dataset: Peptide-MHC class I binding affinity with 185,985 pairs from IEDB/IMGT. Task: Regression. Given a peptide amino acid sequence and an MHC pseudo amino acid sequence, predict their binding affinity value. This is MHC class I binding data. The peptide sequence is IARIENEMK. The MHC is HLA-A68:01 with pseudo-sequence HLA-A68:01. The binding affinity (normalized) is 0.228.